Dataset: Forward reaction prediction with 1.9M reactions from USPTO patents (1976-2016). Task: Predict the product of the given reaction. (1) Given the reactants [CH3:1][C:2]1([N:13]([CH3:42])[C:14]2[C:15]([C:38]([F:41])([F:40])[F:39])=[CH:16][C:17]3[O:36][CH2:35][C:20]4=[N:21][N:22](COCC[Si](C)(C)C)[C:23](=[O:26])[CH:24]([CH3:25])[N:19]4[C:18]=3[CH:37]=2)[CH2:5][N:4](C(OC(C)(C)C)=O)[CH2:3]1.[C:43]([OH:49])([C:45]([F:48])([F:47])[F:46])=[O:44], predict the reaction product. The product is: [F:46][C:45]([F:48])([F:47])[C:43]([OH:49])=[O:44].[CH3:25][C@@H:24]1[C:23](=[O:26])[NH:22][N:21]=[C:20]2[CH2:35][O:36][C:17]3[CH:16]=[C:15]([C:38]([F:40])([F:39])[F:41])[C:14]([N:13]([CH3:42])[C:2]4([CH3:1])[CH2:3][NH:4][CH2:5]4)=[CH:37][C:18]=3[N:19]12. (2) Given the reactants S(=O)(=O)(O)O.[CH3:6][C:7]1[C:15]([N+:16]([O-:18])=[O:17])=[CH:14][C:13]([N+:19]([O-:21])=[O:20])=[CH:12][C:8]=1[C:9]([OH:11])=[O:10].[C:22]1(C)C=CC=CC=1.[OH-].[Na+], predict the reaction product. The product is: [CH3:22][O:10][C:9](=[O:11])[C:8]1[CH:12]=[C:13]([N+:19]([O-:21])=[O:20])[CH:14]=[C:15]([N+:16]([O-:18])=[O:17])[C:7]=1[CH3:6]. (3) Given the reactants Cl[C:2]1[N:7]=[CH:6][C:5]2[CH:8]=[N:9][N:10]([C:11]3[N:16]=[C:15]([N:17]4[CH2:22][CH2:21][N:20]([C:23]([O:25][C:26]([CH3:29])([CH3:28])[CH3:27])=[O:24])[CH2:19][CH2:18]4)[CH:14]=[CH:13][CH:12]=3)[C:4]=2[CH:3]=1.C[Sn](C)(C)[C:32]1[CH:37]=[N:36][CH:35]=[C:34]([CH3:38])[N:33]=1, predict the reaction product. The product is: [CH3:38][C:34]1[N:33]=[C:32]([C:2]2[N:7]=[CH:6][C:5]3[CH:8]=[N:9][N:10]([C:11]4[N:16]=[C:15]([N:17]5[CH2:22][CH2:21][N:20]([C:23]([O:25][C:26]([CH3:27])([CH3:29])[CH3:28])=[O:24])[CH2:19][CH2:18]5)[CH:14]=[CH:13][CH:12]=4)[C:4]=3[CH:3]=2)[CH:37]=[N:36][CH:35]=1.